Regression. Given two drug SMILES strings and cell line genomic features, predict the synergy score measuring deviation from expected non-interaction effect. From a dataset of NCI-60 drug combinations with 297,098 pairs across 59 cell lines. (1) Drug 1: CC1C(C(=O)NC(C(=O)N2CCCC2C(=O)N(CC(=O)N(C(C(=O)O1)C(C)C)C)C)C(C)C)NC(=O)C3=C4C(=C(C=C3)C)OC5=C(C(=O)C(=C(C5=N4)C(=O)NC6C(OC(=O)C(N(C(=O)CN(C(=O)C7CCCN7C(=O)C(NC6=O)C(C)C)C)C)C(C)C)C)N)C. Drug 2: CCN(CC)CCCC(C)NC1=C2C=C(C=CC2=NC3=C1C=CC(=C3)Cl)OC. Cell line: TK-10. Synergy scores: CSS=24.1, Synergy_ZIP=-6.76, Synergy_Bliss=1.46, Synergy_Loewe=-4.07, Synergy_HSA=1.37. (2) Drug 1: CCC(=C(C1=CC=CC=C1)C2=CC=C(C=C2)OCCN(C)C)C3=CC=CC=C3.C(C(=O)O)C(CC(=O)O)(C(=O)O)O. Drug 2: C1CC(C1)(C(=O)O)C(=O)O.[NH2-].[NH2-].[Pt+2]. Cell line: MOLT-4. Synergy scores: CSS=69.0, Synergy_ZIP=-6.05, Synergy_Bliss=-6.54, Synergy_Loewe=-15.1, Synergy_HSA=-3.08. (3) Drug 1: C1=C(C(=O)NC(=O)N1)N(CCCl)CCCl. Drug 2: CC(C)(C#N)C1=CC(=CC(=C1)CN2C=NC=N2)C(C)(C)C#N. Cell line: SK-MEL-28. Synergy scores: CSS=2.46, Synergy_ZIP=-3.49, Synergy_Bliss=-2.81, Synergy_Loewe=-2.66, Synergy_HSA=-3.28. (4) Synergy scores: CSS=39.8, Synergy_ZIP=5.27, Synergy_Bliss=7.94, Synergy_Loewe=-6.10, Synergy_HSA=8.32. Drug 1: CC1=C2C(C(=O)C3(C(CC4C(C3C(C(C2(C)C)(CC1OC(=O)C(C(C5=CC=CC=C5)NC(=O)OC(C)(C)C)O)O)OC(=O)C6=CC=CC=C6)(CO4)OC(=O)C)OC)C)OC. Drug 2: CS(=O)(=O)C1=CC(=C(C=C1)C(=O)NC2=CC(=C(C=C2)Cl)C3=CC=CC=N3)Cl. Cell line: IGROV1. (5) Drug 1: C1CN1C2=NC(=NC(=N2)N3CC3)N4CC4. Drug 2: CC1C(C(CC(O1)OC2CC(CC3=C2C(=C4C(=C3O)C(=O)C5=CC=CC=C5C4=O)O)(C(=O)C)O)N)O. Cell line: OVCAR-4. Synergy scores: CSS=32.2, Synergy_ZIP=-5.94, Synergy_Bliss=-3.72, Synergy_Loewe=0.512, Synergy_HSA=1.84. (6) Cell line: HCT116. Drug 1: CC1=CC2C(CCC3(C2CCC3(C(=O)C)OC(=O)C)C)C4(C1=CC(=O)CC4)C. Synergy scores: CSS=-4.38, Synergy_ZIP=-0.695, Synergy_Bliss=-4.40, Synergy_Loewe=-5.99, Synergy_HSA=-5.19. Drug 2: CCC(=C(C1=CC=CC=C1)C2=CC=C(C=C2)OCCN(C)C)C3=CC=CC=C3.C(C(=O)O)C(CC(=O)O)(C(=O)O)O.